Dataset: TCR-epitope binding with 47,182 pairs between 192 epitopes and 23,139 TCRs. Task: Binary Classification. Given a T-cell receptor sequence (or CDR3 region) and an epitope sequence, predict whether binding occurs between them. The epitope is FLKEKGGL. The TCR CDR3 sequence is CASSLGQGLANYGYTF. Result: 1 (the TCR binds to the epitope).